Dataset: Forward reaction prediction with 1.9M reactions from USPTO patents (1976-2016). Task: Predict the product of the given reaction. (1) Given the reactants [Br:1][C:2]1[C:11]([OH:12])=[CH:10][CH:9]=[C:8]2[C:3]=1[CH:4]=[CH:5][C:6]([CH2:13][NH:14][C:15]([C:17]1[C:21]3[CH:22]=[CH:23][CH:24]=[CH:25][C:20]=3[O:19][C:18]=1[CH2:26][CH2:27][CH2:28][CH3:29])=[O:16])=[CH:7]2.Br[CH2:31][C:32]#[N:33].C(=O)([O-])[O-].[K+].[K+], predict the reaction product. The product is: [Br:1][C:2]1[C:11]([O:12][CH2:31][C:32]#[N:33])=[CH:10][CH:9]=[C:8]2[C:3]=1[CH:4]=[CH:5][C:6]([CH2:13][NH:14][C:15]([C:17]1[C:21]3[CH:22]=[CH:23][CH:24]=[CH:25][C:20]=3[O:19][C:18]=1[CH2:26][CH2:27][CH2:28][CH3:29])=[O:16])=[CH:7]2. (2) Given the reactants [Br:1][C:2]1[C:3]([OH:20])=[C:4]([C:10]2[N:11]=[C:12]([C:15]([O:17]CC)=[O:16])[S:13][CH:14]=2)[CH:5]=[C:6]([Br:9])[C:7]=1[OH:8].CO.O.[OH-].[Li+].Cl, predict the reaction product. The product is: [Br:1][C:2]1[C:3]([OH:20])=[C:4]([C:10]2[N:11]=[C:12]([C:15]([OH:17])=[O:16])[S:13][CH:14]=2)[CH:5]=[C:6]([Br:9])[C:7]=1[OH:8]. (3) Given the reactants [CH2:1]([O:8][C:9](=[O:33])[N:10]([CH2:31][CH3:32])[CH2:11][C:12]1[CH:17]=[C:16]([C:18]([F:21])([F:20])[F:19])[CH:15]=[CH:14][C:13]=1B1OC(C)(C)C(C)(C)O1)[C:2]1[CH:7]=[CH:6][CH:5]=[CH:4][CH:3]=1.[CH2:34]([O:36][C:37](=[O:51])[CH2:38][C:39]1[CH:44]=[CH:43][C:42]([O:45][CH2:46][CH:47]2[CH2:49][CH2:48]2)=[C:41](Br)[CH:40]=1)[CH3:35], predict the reaction product. The product is: [CH2:34]([O:36][C:37](=[O:51])[CH2:38][C:39]1[CH:40]=[C:41]([C:13]2[CH:14]=[CH:15][C:16]([C:18]([F:19])([F:20])[F:21])=[CH:17][C:12]=2[CH2:11][N:10]([C:9]([O:8][CH2:1][C:2]2[CH:7]=[CH:6][CH:5]=[CH:4][CH:3]=2)=[O:33])[CH2:31][CH3:32])[C:42]([O:45][CH2:46][CH:47]2[CH2:49][CH2:48]2)=[CH:43][CH:44]=1)[CH3:35]. (4) Given the reactants [C:1](=O)([O-])[O-].[Cs+].[Cs+].CI.[NH2:9][C:10]1[N:14]([CH2:15][C:16]2[CH:21]=[CH:20][CH:19]=[CH:18][CH:17]=2)[N:13]=[C:12]([OH:22])[C:11]=1[C:23]1[CH:31]=[CH:30][C:26]2[O:27][CH2:28][O:29][C:25]=2[CH:24]=1.O, predict the reaction product. The product is: [O:27]1[C:26]2[CH:30]=[CH:31][C:23]([C:11]3[C:12]([O:22][CH3:1])=[N:13][N:14]([CH2:15][C:16]4[CH:21]=[CH:20][CH:19]=[CH:18][CH:17]=4)[C:10]=3[NH2:9])=[CH:24][C:25]=2[O:29][CH2:28]1. (5) The product is: [CH2:10]=[C:8]1[CH2:7][C@H:6]2[C:11](=[O:12])[O:13][CH2:3][C@H:5]2[CH2:9]1. Given the reactants CO[C:3]([CH:5]1[CH2:9][C:8](=[CH2:10])[CH2:7][CH:6]1[C:11]([OH:13])=[O:12])=O.C(N(CC)CC)C.ClC(OCC)=O.[BH4-].[Na+].Cl.[Na+].[Cl-], predict the reaction product. (6) Given the reactants [CH3:1][C:2]1[CH:3]=[CH:4][CH:5]=[C:6]2[C:11]=1[N:10]=[CH:9][CH:8]=[C:7]2[O:12][C:13]1[CH:14]=[C:15]2[C:20](=[CH:21][CH:22]=1)[C:19]([C:23]([OH:25])=O)=[CH:18][CH:17]=[CH:16]2.[C:26]1([NH2:33])[CH:31]=[CH:30][CH:29]=[CH:28][C:27]=1[NH2:32], predict the reaction product. The product is: [NH2:32][C:27]1[CH:28]=[CH:29][CH:30]=[CH:31][C:26]=1[NH:33][C:23]([C:19]1[C:20]2[C:15](=[CH:14][C:13]([O:12][C:7]3[C:6]4[C:11](=[C:2]([CH3:1])[CH:3]=[CH:4][CH:5]=4)[N:10]=[CH:9][CH:8]=3)=[CH:22][CH:21]=2)[CH:16]=[CH:17][CH:18]=1)=[O:25]. (7) The product is: [F:1][C:2]1[CH:3]=[C:4]([CH:5]=[C:6]([F:8])[CH:7]=1)[CH2:9][O:10][C:12]1[CH:24]=[C:16]2[N:17]([CH3:23])[C:18]([CH3:22])([CH3:21])[CH2:19][CH2:20][N:15]2[C:14](=[O:25])[N:13]=1. Given the reactants [F:1][C:2]1[CH:3]=[C:4]([CH2:9][OH:10])[CH:5]=[C:6]([F:8])[CH:7]=1.Cl[C:12]1[CH:24]=[C:16]2[N:17]([CH3:23])[C:18]([CH3:22])([CH3:21])[CH2:19][CH2:20][N:15]2[C:14](=[O:25])[N:13]=1, predict the reaction product. (8) Given the reactants [CH3:1][NH:2][C:3]1[C:12]([C:13]([OH:15])=O)=[CH:11][C:10]2[C:5](=[N:6][CH:7]=[CH:8][CH:9]=2)[N:4]=1.[F:16][C:17]([F:27])([F:26])[C:18]1[CH:19]=[C:20]([CH:23]=[CH:24][CH:25]=1)[CH2:21][NH2:22], predict the reaction product. The product is: [CH3:1][NH:2][C:3]1[C:12]([C:13]([NH:22][CH2:21][C:20]2[CH:23]=[CH:24][CH:25]=[C:18]([C:17]([F:16])([F:26])[F:27])[CH:19]=2)=[O:15])=[CH:11][C:10]2[C:5](=[N:6][CH:7]=[CH:8][CH:9]=2)[N:4]=1. (9) Given the reactants [Li]CCCC.[Cl:6][C:7]1[CH:12]=[C:11](I)[CH:10]=[C:9]([Cl:14])[N:8]=1.[B:15](OC)([O:18]C)[O:16]C, predict the reaction product. The product is: [Cl:6][C:7]1[CH:12]=[C:11]([B:15]([OH:18])[OH:16])[CH:10]=[C:9]([Cl:14])[N:8]=1.